From a dataset of Full USPTO retrosynthesis dataset with 1.9M reactions from patents (1976-2016). Predict the reactants needed to synthesize the given product. (1) Given the product [Cl:23][C:19]1[CH:18]=[C:17]([CH:22]=[CH:21][CH:20]=1)[CH2:16][NH:15][C:14]([CH:10]1[CH2:11][CH2:12][CH2:13][CH:8]([NH:7][C:6]2[N:35]=[CH:34][N:33]=[C:32]3[C:28]=2[N:29]=[CH:30][NH:31]3)[CH2:9]1)=[O:24], predict the reactants needed to synthesize it. The reactants are: C(O[C:6](=O)[NH:7][CH:8]1[CH2:13][CH2:12][CH2:11][CH:10]([C:14](=[O:24])[NH:15][CH2:16][C:17]2[CH:22]=[CH:21][CH:20]=[C:19]([Cl:23])[CH:18]=2)[CH2:9]1)(C)(C)C.ClC1[N:35]=[CH:34][N:33]=[C:32]2[C:28]=1[N:29]=[CH:30][NH:31]2.CCN(C(C)C)C(C)C. (2) Given the product [OH:39][C:40]1[C:41]([C:50]([NH:37][C@H:17]([C:18]([N:19]2[CH2:20][CH2:21][CH:22]([O:25][C:26]3[CH:27]=[N:28][C:29]([C:32]([F:35])([F:33])[F:34])=[CH:30][CH:31]=3)[CH2:23][CH2:24]2)=[O:36])[CH:16]([CH3:38])[CH3:15])=[O:51])=[N:42][C:43]2[C:48]([N:49]=1)=[CH:47][CH:46]=[CH:45][CH:44]=2, predict the reactants needed to synthesize it. The reactants are: Cl.C(N=C=NCCCN(C)C)C.Cl.Cl.[CH3:15][CH:16]([CH3:38])[C@H:17]([NH2:37])[C:18](=[O:36])[N:19]1[CH2:24][CH2:23][CH:22]([O:25][C:26]2[CH:27]=[N:28][C:29]([C:32]([F:35])([F:34])[F:33])=[CH:30][CH:31]=2)[CH2:21][CH2:20]1.[OH:39][C:40]1[C:41]([C:50](O)=[O:51])=[N:42][C:43]2[C:48]([N:49]=1)=[CH:47][CH:46]=[CH:45][CH:44]=2.O.ON1C2C=CC=CC=2N=N1.CN1CCOCC1. (3) Given the product [C:1]([C:5]1[CH:10]=[CH:9][C:8]([S:11]([NH:22][C:19]2[CH:20]=[CH:21][C:16]([Cl:15])=[CH:17][C:18]=2[C:23]2[CH:28]=[CH:27][CH:26]=[CH:25][N:24]=2)(=[O:13])=[O:12])=[CH:7][CH:6]=1)([CH3:4])([CH3:3])[CH3:2], predict the reactants needed to synthesize it. The reactants are: [C:1]([C:5]1[CH:10]=[CH:9][C:8]([S:11](Cl)(=[O:13])=[O:12])=[CH:7][CH:6]=1)([CH3:4])([CH3:3])[CH3:2].[Cl:15][C:16]1[CH:21]=[CH:20][C:19]([NH2:22])=[C:18]([C:23]2[CH:28]=[CH:27][CH:26]=[CH:25][N:24]=2)[CH:17]=1. (4) Given the product [F:13][C:14]1[CH:19]=[CH:18][C:17]([O:20][C:2]2[CH:12]=[CH:11][C:5]([C:6]([O:8][CH2:9][CH3:10])=[O:7])=[CH:4][N:3]=2)=[CH:16][CH:15]=1, predict the reactants needed to synthesize it. The reactants are: Cl[C:2]1[CH:12]=[CH:11][C:5]([C:6]([O:8][CH2:9][CH3:10])=[O:7])=[CH:4][N:3]=1.[F:13][C:14]1[CH:19]=[CH:18][C:17]([OH:20])=[CH:16][CH:15]=1.C([O-])([O-])=O.[Cs+].[Cs+]. (5) Given the product [CH2:1]([N:8]1[CH2:13][CH2:12][CH:11]([O:14][C:21]2[C:16]([Cl:15])=[N:17][CH:18]=[CH:19][CH:20]=2)[CH2:10][CH2:9]1)[C:2]1[CH:3]=[CH:4][CH:5]=[CH:6][CH:7]=1, predict the reactants needed to synthesize it. The reactants are: [CH2:1]([N:8]1[CH2:13][CH2:12][CH:11]([OH:14])[CH2:10][CH2:9]1)[C:2]1[CH:7]=[CH:6][CH:5]=[CH:4][CH:3]=1.[Cl:15][C:16]1[C:21](O)=[CH:20][CH:19]=[CH:18][N:17]=1.C1(P(C2C=CC=CC=2)C2C=CC=CC=2)C=CC=CC=1.N(C(OC(C)C)=O)=NC(OC(C)C)=O. (6) Given the product [CH3:3][C:4]1[CH:5]=[CH:6][C:7]([N:10]2[CH:14]=[C:13]([C:15]([N:17]3[CH2:22][CH2:21][N:20]([CH3:31])[C:19](=[O:23])[CH2:18]3)=[O:16])[N:12]=[C:11]2[C:24]2[CH:25]=[N:26][C:27]([CH3:30])=[CH:28][CH:29]=2)=[CH:8][CH:9]=1, predict the reactants needed to synthesize it. The reactants are: [H-].[Na+].[CH3:3][C:4]1[CH:9]=[CH:8][C:7]([N:10]2[CH:14]=[C:13]([C:15]([N:17]3[CH2:22][CH2:21][NH:20][C:19](=[O:23])[CH2:18]3)=[O:16])[N:12]=[C:11]2[C:24]2[CH:25]=[N:26][C:27]([CH3:30])=[CH:28][CH:29]=2)=[CH:6][CH:5]=1.[CH3:31]I. (7) Given the product [Br:1][C:2]1[CH:3]=[C:4]([N+:9]([O-:11])=[O:10])[C:5]([O:13][CH3:12])=[N:6][CH:7]=1, predict the reactants needed to synthesize it. The reactants are: [Br:1][C:2]1[CH:3]=[C:4]([N+:9]([O-:11])=[O:10])[C:5](Cl)=[N:6][CH:7]=1.[CH3:12][O-:13].[Na+]. (8) Given the product [CH3:21][CH:19]1[CH2:18][N:17]([C:2]2[CH:3]=[C:4]([CH:5]=[CH:6][CH:7]=2)[CH:8]=[O:13])[CH2:16][CH:15]([CH3:14])[O:20]1, predict the reactants needed to synthesize it. The reactants are: Br[C:2]1[CH:3]=[C:4]([CH:8]2[O:13]CCCO2)[CH:5]=[CH:6][CH:7]=1.[CH3:14][CH:15]1[O:20][CH:19]([CH3:21])[CH2:18][NH:17][CH2:16]1.CC([O-])(C)C.[Na+].Cl.[OH-].[Na+].